This data is from CYP2C9 inhibition data for predicting drug metabolism from PubChem BioAssay. The task is: Regression/Classification. Given a drug SMILES string, predict its absorption, distribution, metabolism, or excretion properties. Task type varies by dataset: regression for continuous measurements (e.g., permeability, clearance, half-life) or binary classification for categorical outcomes (e.g., BBB penetration, CYP inhibition). Dataset: cyp2c9_veith. (1) The molecule is Nc1c(S(N)(=O)=O)cc(S(N)(=O)=O)cc1S(N)(=O)=O. The result is 0 (non-inhibitor). (2) The drug is CN1CCN(C(c2ccccc2)c2ccccc2)CC1. The result is 0 (non-inhibitor). (3) The compound is CC(C)C(NC(=O)C1CCCCC1)C(=O)NC1CCN(Cc2ccccc2)CC1. The result is 0 (non-inhibitor).